Dataset: Reaction yield outcomes from USPTO patents with 853,638 reactions. Task: Predict the reaction yield, written as a fraction of the theoretical maximum amount of product (1.0 means a 100% yield; for example, 0.34 means a 34% yield). The reactants are Cl[C:2]1[CH:7]=[C:6]([CH3:8])[N:5]=[C:4]([NH:9][C:10](=[NH:20])[NH:11][C:12]2[CH:17]=[CH:16][C:15]([Cl:18])=[C:14]([Cl:19])[CH:13]=2)[N:3]=1.[CH:21]1([NH2:27])[CH2:26][CH2:25][CH2:24][CH2:23][CH2:22]1.C(N(C(C)C)CC)(C)C.C(OCC)(=O)C. The catalyst is CC(N(C)C)=O. The product is [CH:21]1([NH:27][C:2]2[CH:7]=[C:6]([CH3:8])[N:5]=[C:4]([NH:9][C:10]([NH:11][C:12]3[CH:17]=[CH:16][C:15]([Cl:18])=[C:14]([Cl:19])[CH:13]=3)=[NH:20])[N:3]=2)[CH2:26][CH2:25][CH2:24][CH2:23][CH2:22]1. The yield is 0.0980.